Dataset: Full USPTO retrosynthesis dataset with 1.9M reactions from patents (1976-2016). Task: Predict the reactants needed to synthesize the given product. (1) Given the product [Br:1][C:2]1[CH:3]=[C:4]([N+:12]([O-:14])=[O:13])[C:5]([O:10][CH3:11])=[C:6]([CH:9]=1)[CH:7]=[O:8], predict the reactants needed to synthesize it. The reactants are: [Br:1][C:2]1[CH:3]=[CH:4][C:5]([O:10][CH3:11])=[C:6]([CH:9]=1)[CH:7]=[O:8].[N+:12]([O-])([OH:14])=[O:13]. (2) Given the product [CH3:2][O:3][C:4]1[CH:9]=[CH:8][C:7]([N:10]2[C:15]([CH3:16])=[CH:14][C:13]([CH3:12])=[N:11]2)=[CH:6][CH:5]=1, predict the reactants needed to synthesize it. The reactants are: Cl.[CH3:2][O:3][C:4]1[CH:9]=[CH:8][C:7]([NH:10][NH2:11])=[CH:6][CH:5]=1.[CH3:12][C:13](=O)[CH2:14][C:15](=O)[CH3:16]. (3) Given the product [CH2:1]([O:8][C:9]([N:11]1[CH2:16][CH2:15][CH:14]([CH2:17][CH2:18][C:19](=[O:26])[C:20]2[CH:25]=[CH:24][CH:23]=[CH:22][CH:21]=2)[CH2:13][CH2:12]1)=[O:10])[C:2]1[CH:3]=[CH:4][CH:5]=[CH:6][CH:7]=1, predict the reactants needed to synthesize it. The reactants are: [CH2:1]([O:8][C:9]([N:11]1[CH2:16][CH2:15][CH:14]([CH:17]=[CH:18][C:19](=[O:26])[C:20]2[CH:25]=[CH:24][CH:23]=[CH:22][CH:21]=2)[CH2:13][CH2:12]1)=[O:10])[C:2]1[CH:7]=[CH:6][CH:5]=[CH:4][CH:3]=1.